Dataset: Forward reaction prediction with 1.9M reactions from USPTO patents (1976-2016). Task: Predict the product of the given reaction. (1) The product is: [O:2]1[C:12]2[CH:11]=[C:10]([CH2:13][NH:14][CH:15]3[CH2:20][CH2:19][N:18]([CH2:21][CH2:22][N:23]4[C:32]5[C:27](=[N:28][CH:29]=[C:30]([O:36][CH3:35])[CH:31]=5)[CH:26]=[CH:25][C:24]4=[O:34])[CH2:17][CH2:16]3)[N:9]=[CH:8][C:7]=2[O:6][CH2:5][CH2:4][CH2:3]1. Given the reactants Cl.[O:2]1[C:12]2[CH:11]=[C:10]([CH2:13][NH:14][CH:15]3[CH2:20][CH2:19][N:18]([CH2:21][CH2:22][N:23]4[C:32]5[C:27](=[N:28][CH:29]=[C:30](F)[CH:31]=5)[CH:26]=[CH:25][C:24]4=[O:34])[CH2:17][CH2:16]3)[N:9]=[CH:8][C:7]=2[O:6][CH2:5][CH2:4][CH2:3]1.[C:35](=O)([O-])[OH:36].[Na+], predict the reaction product. (2) Given the reactants N#N.[C:3]([O:7][C:8]([NH:10][C@H:11]([CH2:15][C:16]1[CH:21]=[CH:20][C:19]([C:22]([F:25])([F:24])[F:23])=[CH:18][CH:17]=1)[C:12](O)=O)=[O:9])([CH3:6])([CH3:5])[CH3:4].C(N1CCOCC1)C.CN(C(O[N:42]1N=[N:49][C:44]2[CH:45]=[CH:46][CH:47]=[CH:48][C:43]1=2)=[N+](C)C)C.[B-](F)(F)(F)F.C1(N)C(N)=CC=CC=1, predict the reaction product. The product is: [NH:42]1[C:43]2[CH:48]=[CH:47][CH:46]=[CH:45][C:44]=2[N:49]=[C:12]1[C@H:11]([NH:10][C:8](=[O:9])[O:7][C:3]([CH3:6])([CH3:5])[CH3:4])[CH2:15][C:16]1[CH:21]=[CH:20][C:19]([C:22]([F:25])([F:24])[F:23])=[CH:18][CH:17]=1. (3) The product is: [O:1]1[CH:5]=[CH:4][N:3]=[CH:2]1.[NH:8]1[C:9]2[C:10](=[CH:11][CH:12]=[CH:13][CH:14]=2)[CH:2]=[CH:7]1.[S:6]1[CH:10]=[CH:9][N:8]=[CH:7]1. Given the reactants [O:1]1[CH:5]=[CH:4][N:3]=[CH:2]1.[S:6]1[CH:10]=[CH:9][N:8]=[CH:7]1.[CH2:11]([Li])[CH2:12][CH2:13][CH3:14], predict the reaction product. (4) Given the reactants [Cl:1][C:2]1[CH:3]=[CH:4][C:5]([N:35]2[CH:39]=[C:38]([Cl:40])[N:37]=[N:36]2)=[C:6]([C:8]2[N:9]=[CH:10][N:11]([C@@H:15]3[C:31]4[CH:32]=[C:27]([CH:28]=[CH:29][N:30]=4)[C:26]4[NH:25][N:24]=[CH:23][C:22]=4[NH:21][C:20](=[O:33])[C@H:19]([CH3:34])[CH2:18][CH2:17][CH2:16]3)[C:12](=[O:14])[CH:13]=2)[CH:7]=1.I[CH:42]1[CH2:47][CH2:46][N:45](C(OC(C)(C)C)=O)[CH2:44][CH2:43]1.C([O-])([O-])=O.[Cs+].[Cs+].[C:61]([OH:67])([C:63]([F:66])([F:65])[F:64])=[O:62], predict the reaction product. The product is: [F:64][C:63]([F:66])([F:65])[C:61]([OH:67])=[O:62].[Cl:1][C:2]1[CH:3]=[CH:4][C:5]([N:35]2[CH:39]=[C:38]([Cl:40])[N:37]=[N:36]2)=[C:6]([C:8]2[N:9]=[CH:10][N:11]([C@@H:15]3[C:31]4[CH:32]=[C:27]([CH:28]=[CH:29][N:30]=4)[C:26]4[C:22](=[CH:23][N:24]([CH:42]5[CH2:47][CH2:46][NH:45][CH2:44][CH2:43]5)[N:25]=4)[NH:21][C:20](=[O:33])[C@H:19]([CH3:34])[CH2:18][CH2:17][CH2:16]3)[C:12](=[O:14])[CH:13]=2)[CH:7]=1.